Task: Predict the reactants needed to synthesize the given product.. Dataset: Full USPTO retrosynthesis dataset with 1.9M reactions from patents (1976-2016) (1) Given the product [C:3]([C:5]1[CH:44]=[CH:43][C:8]([CH2:9][O:10][C:11]2[N:16]=[C:15]([C:17]3[CH:18]=[CH:19][CH:20]=[CH:21][CH:22]=3)[N:14]=[C:13]([C:23]3[CH:24]=[CH:25][C:26]([N:29]4[C:37](=[O:38])[C:36]5[C:31](=[CH:32][CH:33]=[C:34]([C:39]([OH:41])=[O:40])[CH:35]=5)[C:30]4=[O:42])=[CH:27][CH:28]=3)[CH:12]=2)=[CH:7][CH:6]=1)([OH:4])=[O:2], predict the reactants needed to synthesize it. The reactants are: C[O:2][C:3]([C:5]1[CH:44]=[CH:43][C:8]([CH2:9][O:10][C:11]2[N:16]=[C:15]([C:17]3[CH:22]=[CH:21][CH:20]=[CH:19][CH:18]=3)[N:14]=[C:13]([C:23]3[CH:28]=[CH:27][C:26]([N:29]4[C:37](=[O:38])[C:36]5[C:31](=[CH:32][CH:33]=[C:34]([C:39]([OH:41])=[O:40])[CH:35]=5)[C:30]4=[O:42])=[CH:25][CH:24]=3)[CH:12]=2)=[CH:7][CH:6]=1)=[O:4].[OH-].[K+].Cl. (2) Given the product [CH3:16][C:15]1[N:18]=[C:11]([CH3:12])[C:5]([C:6]([O:8][CH2:9][CH3:10])=[O:7])=[CH:4][N:17]=1, predict the reactants needed to synthesize it. The reactants are: CN([CH:4]=[C:5]([C:11](=O)[CH3:12])[C:6]([O:8][CH2:9][CH3:10])=[O:7])C.Cl.[C:15]([NH2:18])(=[NH:17])[CH3:16].CC[O-].[Na+]. (3) The reactants are: C(O[C:6](=O)[NH:7][C@@H:8]([C:17]1[CH:22]=[CH:21][C:20]([O:23][CH2:24][CH2:25][O:26][CH:27]2[CH2:32][CH2:31][CH2:30][CH2:29][O:28]2)=[CH:19][CH:18]=1)[C:9]([N:11]1[CH2:15][CH2:14][C@H:13]([OH:16])[CH2:12]1)=O)(C)(C)C.[H-].[Al+3].[Li+].[H-].[H-].[H-].C(=O)([O-])[O-].[Na+].[Na+].C(OCC)(=O)C. Given the product [CH3:6][NH:7][C@@H:8]([C:17]1[CH:18]=[CH:19][C:20]([O:23][CH2:24][CH2:25][O:26][CH:27]2[CH2:32][CH2:31][CH2:30][CH2:29][O:28]2)=[CH:21][CH:22]=1)[CH2:9][N:11]1[CH2:15][CH2:14][C@H:13]([OH:16])[CH2:12]1, predict the reactants needed to synthesize it. (4) Given the product [OH:28][CH2:29][CH2:30][CH2:7][C:6]1[NH:5][CH:12]=[CH:11][CH:10]=1, predict the reactants needed to synthesize it. The reactants are: S(Cl)(Cl)=O.[NH:5]1[CH2:12][CH2:11][CH2:10][C@H:6]1[C:7](O)=O.C[Si](C=[N+]=[N-])(C)C.S([O-])([O-])(=O)=S.[Na+].[Na+].Cl.[O:28]1CC[CH2:30][CH2:29]1. (5) Given the product [CH3:11][N:12]([CH3:21])[C@H:13]1[CH2:19][CH2:18][CH2:17][CH2:16][N:15]2[C:2]3[CH:7]=[CH:6][CH:5]=[CH:4][C:3]=3[N:8]=[C:14]12, predict the reactants needed to synthesize it. The reactants are: I[C:2]1[CH:7]=[CH:6][CH:5]=[CH:4][C:3]=1[N+:8]([O-])=O.[CH3:11][N:12]([CH3:21])[C@H:13]1[CH2:19][CH2:18][CH2:17][CH2:16][NH:15][C:14]1=O.